From a dataset of Choline transporter screen with 302,306 compounds. Binary Classification. Given a drug SMILES string, predict its activity (active/inactive) in a high-throughput screening assay against a specified biological target. The compound is o1c(Cn2c(c(cc2C)C(=O)COC(=O)CNC(=O)c2occc2)C)ccc1. The result is 0 (inactive).